From a dataset of Forward reaction prediction with 1.9M reactions from USPTO patents (1976-2016). Predict the product of the given reaction. Given the reactants [F:1][C:2]1[N:7]=[C:6]([C:8]#[N:9])[CH:5]=[C:4]([C:10]2[CH:11]=[N:12][C:13]([C:16]([F:19])([F:18])[F:17])=[CH:14][CH:15]=2)[CH:3]=1.[ClH:20], predict the reaction product. The product is: [ClH:20].[F:1][C:2]1[N:7]=[C:6]([CH2:8][NH2:9])[CH:5]=[C:4]([C:10]2[CH:11]=[N:12][C:13]([C:16]([F:17])([F:18])[F:19])=[CH:14][CH:15]=2)[CH:3]=1.